From a dataset of Forward reaction prediction with 1.9M reactions from USPTO patents (1976-2016). Predict the product of the given reaction. (1) Given the reactants [F:1][C:2]1([F:38])[CH:7]([CH2:8][O:9]C2C=CC=CC=2)[CH2:6][CH2:5][N:4]([C:16]2[CH:35]=[C:34]([O:36][CH3:37])[CH:33]=[CH:32][C:17]=2[C:18]([N:20]([CH2:27][C:28]([CH3:31])([CH3:30])[CH3:29])[C:21]2[CH:26]=[CH:25][CH:24]=[CH:23][N:22]=2)=[O:19])[CH2:3]1, predict the reaction product. The product is: [F:38][C:2]1([F:1])[CH:7]([CH2:8][OH:9])[CH2:6][CH2:5][N:4]([C:16]2[CH:35]=[C:34]([O:36][CH3:37])[CH:33]=[CH:32][C:17]=2[C:18]([N:20]([CH2:27][C:28]([CH3:31])([CH3:30])[CH3:29])[C:21]2[CH:26]=[CH:25][CH:24]=[CH:23][N:22]=2)=[O:19])[CH2:3]1. (2) Given the reactants [NH:1]1[CH2:5][CH2:4][C@H:3]([OH:6])[CH2:2]1.[CH3:7][C:8]([C:26]1[CH:31]=[CH:30][C:29]([C:32]2[CH:33]=[CH:34][C:35](F)=[N:36][CH:37]=2)=[CH:28][CH:27]=1)([C:12]1[CH:17]=[CH:16][C:15]([O:18][CH2:19][C:20]2[CH:25]=[CH:24][CH:23]=[CH:22][N:21]=2)=[CH:14][CH:13]=1)[CH:9]([CH3:11])[CH3:10], predict the reaction product. The product is: [CH3:7][C:8]([C:26]1[CH:27]=[CH:28][C:29]([C:32]2[CH:33]=[CH:34][C:35]([N:1]3[CH2:5][CH2:4][C@H:3]([OH:6])[CH2:2]3)=[N:36][CH:37]=2)=[CH:30][CH:31]=1)([C:12]1[CH:13]=[CH:14][C:15]([O:18][CH2:19][C:20]2[CH:25]=[CH:24][CH:23]=[CH:22][N:21]=2)=[CH:16][CH:17]=1)[CH:9]([CH3:11])[CH3:10].